From a dataset of Forward reaction prediction with 1.9M reactions from USPTO patents (1976-2016). Predict the product of the given reaction. Given the reactants [CH3:1][O:2][C:3]1[CH:8]=[CH:7][N+:6]([O-])=[C:5]([CH3:10])[CH:4]=1, predict the reaction product. The product is: [CH3:1][O:2][C:3]1[CH:8]=[CH:7][N:6]=[C:5]([CH3:10])[CH:4]=1.